Dataset: Aqueous solubility values for 9,982 compounds from the AqSolDB database. Task: Regression/Classification. Given a drug SMILES string, predict its absorption, distribution, metabolism, or excretion properties. Task type varies by dataset: regression for continuous measurements (e.g., permeability, clearance, half-life) or binary classification for categorical outcomes (e.g., BBB penetration, CYP inhibition). For this dataset (solubility_aqsoldb), we predict Y. (1) The compound is CCCC(=O)OCC(O)CO. The Y is -1.33 log mol/L. (2) The drug is CC(C)(C)C(=O)O. The Y is -0.564 log mol/L. (3) The Y is -0.636 log mol/L. The compound is Nc1ccc2c(c1)C=C(S(=O)(=O)O)/C(=N/Nc1ccc(N=Nc3ccc(S(=O)(=O)O)cc3)cc1)C2=O.OCCN(CCO)CCO.OCCN(CCO)CCO.